Task: Predict the product of the given reaction.. Dataset: Forward reaction prediction with 1.9M reactions from USPTO patents (1976-2016) (1) Given the reactants Cl[C:2]1[C:7]2[CH:8]=[C:9]3[N:13]([C:6]=2[CH:5]=[CH:4][N:3]=1)[CH2:12][CH2:11][C:10]3=[O:14].[C:15]1([As](C2C=CC=CC=2)C2C=CC=CC=2)[CH:20]=CC=C[CH:16]=1.C([Sn](CCCC)(CCCC)C(C)=C)CCC, predict the reaction product. The product is: [C:15]([C:2]1[C:7]2[CH:8]=[C:9]3[N:13]([C:6]=2[CH:5]=[CH:4][N:3]=1)[CH2:12][CH2:11][C:10]3=[O:14])([CH3:20])=[CH2:16]. (2) Given the reactants [Cl:1][C:2]1[CH:7]=[C:6]2[NH:8][C:9](=[O:32])[C:10]3([CH:15]([C:16]4[CH:21]=[C:20]([F:22])[CH:19]=[CH:18][C:17]=4[CH3:23])[CH2:14][C:13](=[O:24])[NH:12][CH:11]3[C:25]3[CH:30]=[CH:29][CH:28]=[C:27]([Cl:31])[CH:26]=3)[C:5]2=[CH:4][CH:3]=1.[CH3:33][O:34][CH:35]([Si:37]([CH3:40])([CH3:39])[CH3:38])[CH3:36].[H-].[Li+].[C:43]([O:47][C:48](=[O:53])[NH:49][CH2:50][CH2:51]Br)([CH3:46])([CH3:45])[CH3:44], predict the reaction product. The product is: [C:43]([O:47][C:48]([NH:49][CH2:50][CH2:51][N:12]1[C:13](=[O:24])[CH2:14][CH:15]([C:16]2[CH:21]=[C:20]([F:22])[CH:19]=[CH:18][C:17]=2[CH3:23])[C:10]2([C:5]3[C:6](=[CH:7][C:2]([Cl:1])=[CH:3][CH:4]=3)[NH:8][C:9]2=[O:32])[CH:11]1[C:25]1[CH:30]=[CH:29][CH:28]=[C:27]([Cl:31])[CH:26]=1)=[O:53])([CH3:46])([CH3:45])[CH3:44].[CH3:33][O:34][CH:35]([Si:37]([CH3:40])([CH3:39])[CH3:38])[CH3:36]. (3) Given the reactants [OH:1][C:2]1[CH:11]=[C:10]2[C:5]([C:6](=[O:19])[C:7]([CH3:18])=[C:8]([C:12]3[CH:17]=[CH:16][CH:15]=[CH:14][CH:13]=3)[O:9]2)=[CH:4][CH:3]=1.C([O-])([O-])=O.[K+].[K+].[CH2:26](Br)[C:27]#[CH:28], predict the reaction product. The product is: [C:26]([O:1][C:2]1[CH:11]=[C:10]2[C:5]([C:6](=[O:19])[C:7]([CH3:18])=[C:8]([C:12]3[CH:17]=[CH:16][CH:15]=[CH:14][CH:13]=3)[O:9]2)=[CH:4][CH:3]=1)#[C:27][CH3:28]. (4) Given the reactants C1C=CC(P(N=[N+]=[N-])(C2C=CC=CC=2)=[O:8])=CC=1.[C:18]([C:22]1[CH:26]=[C:25](C(O)=O)[N:24]([C:30]2[CH:35]=[CH:34][CH:33]=[C:32]([CH2:36][P:37]([CH3:40])([CH3:39])=[O:38])[CH:31]=2)[N:23]=1)([CH3:21])([CH3:20])[CH3:19].C([N:43]([CH2:46]C)CC)C.[NH2:48][C:49]1[C:58]2[C:53](=[CH:54][CH:55]=[CH:56][CH:57]=2)[C:52]([O:59][C:60]2[CH:65]=[CH:64][N:63]=[C:62]([NH:66][C:67]3[CH:72]=[CH:71][CH:70]=[CH:69][CH:68]=3)[CH:61]=2)=[CH:51][CH:50]=1, predict the reaction product. The product is: [C:18]([C:22]1[CH:26]=[C:25]([NH:43][C:46]([NH:48][C:49]2[C:58]3[C:53](=[CH:54][CH:55]=[CH:56][CH:57]=3)[C:52]([O:59][C:60]3[CH:65]=[CH:64][N:63]=[C:62]([NH:66][C:67]4[CH:68]=[CH:69][CH:70]=[CH:71][CH:72]=4)[CH:61]=3)=[CH:51][CH:50]=2)=[O:8])[N:24]([C:30]2[CH:35]=[CH:34][CH:33]=[C:32]([CH2:36][P:37]([CH3:40])([CH3:39])=[O:38])[CH:31]=2)[N:23]=1)([CH3:20])([CH3:19])[CH3:21].